From a dataset of Reaction yield outcomes from USPTO patents with 853,638 reactions. Predict the reaction yield, written as a fraction of the theoretical maximum amount of product (1.0 means a 100% yield; for example, 0.34 means a 34% yield). (1) The reactants are Cl[C:2]1[S:6][N:5]=[C:4]([CH2:7][N:8]2[C:16]3[C:11](=[C:12]([C:19]([F:22])([F:21])[F:20])[C:13]([C:17]#[N:18])=[CH:14][CH:15]=3)[CH:10]=[C:9]2[CH3:23])[N:3]=1.[F:24][C:25]([F:40])([F:39])[C:26]1[CH:27]=[C:28](B(O)O)[CH:29]=[C:30]([C:32]([F:35])([F:34])[F:33])[CH:31]=1.[F-].[Cs+]. The catalyst is COCCOC.C1C=CC(P(C2C=CC=CC=2)CCCCP(C2C=CC=CC=2)C2C=CC=CC=2)=CC=1.Cl[Pd]Cl. The product is [F:24][C:25]([F:39])([F:40])[C:26]1[CH:27]=[C:28]([C:2]2[S:6][N:5]=[C:4]([CH2:7][N:8]3[C:16]4[C:11](=[C:12]([C:19]([F:22])([F:21])[F:20])[C:13]([C:17]#[N:18])=[CH:14][CH:15]=4)[CH:10]=[C:9]3[CH3:23])[N:3]=2)[CH:29]=[C:30]([C:32]([F:33])([F:34])[F:35])[CH:31]=1. The yield is 0.400. (2) The reactants are Br[C:2]1[CH:3]=[CH:4][C:5]2[N:9]=[CH:8][N:7]([C:10]3[N:15]=[C:14]([NH2:16])[CH:13]=[CH:12][N:11]=3)[C:6]=2[CH:17]=1.N1CCCCC1.[S:24]1[CH:28]=[CH:27][N:26]=[C:25]1[C:29]([OH:33])([C:31]#[CH:32])[CH3:30]. The catalyst is C1C=CC([P]([Pd]([P](C2C=CC=CC=2)(C2C=CC=CC=2)C2C=CC=CC=2)([P](C2C=CC=CC=2)(C2C=CC=CC=2)C2C=CC=CC=2)[P](C2C=CC=CC=2)(C2C=CC=CC=2)C2C=CC=CC=2)(C2C=CC=CC=2)C2C=CC=CC=2)=CC=1.[Cu]I. The product is [NH2:16][C:14]1[CH:13]=[CH:12][N:11]=[C:10]([N:7]2[C:6]3[CH:17]=[C:2]([C:32]#[C:31][C:29]([C:25]4[S:24][CH:28]=[CH:27][N:26]=4)([OH:33])[CH3:30])[CH:3]=[CH:4][C:5]=3[N:9]=[CH:8]2)[N:15]=1. The yield is 0.115. (3) The reactants are Br[C:2]1[C:3]2[C:8]([CH:9]=[C:10]3[C:15]=1[CH:14]=[CH:13][CH:12]=[CH:11]3)=[CH:7][CH:6]=[CH:5][CH:4]=2.CCCCCC.C([Li])CCC.[B:27](OC)([O:30]C)[O:28]C.Cl. The catalyst is C1(C)C=CC=CC=1.O1CCCC1. The product is [CH:14]1[C:15]2[C:10](=[CH:9][C:8]3[C:3]([C:2]=2[B:27]([OH:30])[OH:28])=[CH:4][CH:5]=[CH:6][CH:7]=3)[CH:11]=[CH:12][CH:13]=1. The yield is 0.730. (4) The reactants are [Cl:1][C:2]1[CH:3]=[C:4]([N:11]([C:16]2[C:35]([CH:36]3[CH2:38][CH2:37]3)=[CH:34][C:19]3[C:20]([C:30]([NH:32][CH3:33])=[O:31])=[C:21]([C:23]4[CH:28]=[CH:27][C:26]([F:29])=[CH:25][CH:24]=4)[O:22][C:18]=3[CH:17]=2)[S:12]([CH3:15])(=[O:14])=[O:13])[CH:5]=[CH:6][C:7]=1[N+:8]([O-])=O. The catalyst is [Pt].C1COCC1.CO. The product is [NH2:8][C:7]1[CH:6]=[CH:5][C:4]([N:11]([C:16]2[C:35]([CH:36]3[CH2:38][CH2:37]3)=[CH:34][C:19]3[C:20]([C:30]([NH:32][CH3:33])=[O:31])=[C:21]([C:23]4[CH:24]=[CH:25][C:26]([F:29])=[CH:27][CH:28]=4)[O:22][C:18]=3[CH:17]=2)[S:12]([CH3:15])(=[O:14])=[O:13])=[CH:3][C:2]=1[Cl:1]. The yield is 0.990. (5) The reactants are [CH:1]1[C:10]2[C:5](=[CH:6][CH:7]=[CH:8][CH:9]=2)[CH:4]=[CH:3][C:2]=1[C:11]#[C:12][CH2:13][OH:14].C[N+]1([O-])CCOCC1.C(=O)(O)[O-].[Na+]. The catalyst is C([N+](CCC)(CCC)CCC)CC.ClCCl. The product is [CH:1]1[C:10]2[C:5](=[CH:6][CH:7]=[CH:8][CH:9]=2)[CH:4]=[CH:3][C:2]=1[C:11]#[C:12][CH:13]=[O:14]. The yield is 0.810. (6) The reactants are [O:1]=[C:2]1[CH2:11][CH2:10][C:9]2[CH:8]=[C:7]([C:12]3[CH:19]=[CH:18][C:15]([C:16]#[N:17])=[CH:14][CH:13]=3)[CH:6]=[CH:5][C:4]=2[CH2:3]1.[C:20](=O)([O:24]CC)[O:21][CH2:22][CH3:23]. No catalyst specified. The product is [C:16]([C:15]1[CH:14]=[CH:13][C:12]([C:7]2[CH:8]=[C:9]3[C:4](=[CH:5][CH:6]=2)[CH:3]([C:20]([O:21][CH2:22][CH3:23])=[O:24])[C:2](=[O:1])[CH2:11][CH2:10]3)=[CH:19][CH:18]=1)#[N:17]. The yield is 0.410. (7) The yield is 0.250. The reactants are [Cl:1][C:2]1[CH:10]=[CH:9][C:5]([C:6]([OH:8])=O)=[CH:4][C:3]=1[N:11]1[C:16]([CH3:17])=[CH:15][C:14]([C:18]([F:21])([F:20])[F:19])=[N:13][C:12]1=[O:22].C(Cl)(=O)C(Cl)=O.CN(C=O)C.[CH3:34][NH:35][C:36]1[CH:41]=[CH:40][CH:39]=[C:38]([F:42])[C:37]=1[Cl:43]. The product is [Cl:1][C:2]1[CH:10]=[CH:9][C:5]([C:6]([N:35]([C:36]2[CH:41]=[CH:40][CH:39]=[C:38]([F:42])[C:37]=2[Cl:43])[CH3:34])=[O:8])=[CH:4][C:3]=1[N:11]1[C:16]([CH3:17])=[CH:15][C:14]([C:18]([F:21])([F:20])[F:19])=[N:13][C:12]1=[O:22]. The catalyst is ClCCCl.CN(C)C1C=CN=CC=1. (8) The reactants are [CH:1]([C:3]1[N:8]=[N:7][C:6]2[O:9][CH2:10][CH2:11][CH2:12][C:5]=2[CH:4]=1)=C.O.I([O-])(=O)(=O)=[O:15].[Na+]. The catalyst is O1CCOCC1.[Os](=O)(=O)(=O)=O. The product is [N:7]1[C:6]2[O:9][CH2:10][CH2:11][CH2:12][C:5]=2[CH:4]=[C:3]([CH:1]=[O:15])[N:8]=1. The yield is 0.540. (9) The reactants are COC(SCl)=O.[SH:7][CH2:8][CH2:9][OH:10].[SH:11][C:12]1[CH:17]=[CH:16][CH:15]=[CH:14][N:13]=1. The catalyst is ClCCl. The product is [N:13]1[CH:14]=[CH:15][CH:16]=[CH:17][C:12]=1[S:11][S:7][CH2:8][CH2:9][OH:10]. The yield is 0.780.